This data is from Catalyst prediction with 721,799 reactions and 888 catalyst types from USPTO. The task is: Predict which catalyst facilitates the given reaction. (1) Reactant: C(OC([N:11]1[CH2:15][C:14](=[O:16])[N:13]=[C:12]1[NH:17][CH2:18][C:19]1[CH:24]=[CH:23][C:22]([C:25]([F:28])([F:27])[F:26])=[CH:21][C:20]=1[C:29]([F:32])([F:31])[F:30])=O)C1C=CC=CC=1.[N:33]1[C:42]2[C:37](=[N:38][C:39]([CH:43]=O)=[CH:40][CH:41]=2)[CH:36]=[CH:35][CH:34]=1.N1CCCCC1. Product: [F:32][C:29]([F:30])([F:31])[C:20]1[CH:21]=[C:22]([C:25]([F:26])([F:28])[F:27])[CH:23]=[CH:24][C:19]=1[CH2:18][NH:17][C:12]1[NH:11][C:15](=[CH:43][C:39]2[CH:40]=[CH:41][C:42]3[C:37](=[CH:36][CH:35]=[CH:34][N:33]=3)[N:38]=2)[C:14](=[O:16])[N:13]=1. The catalyst class is: 41. (2) Reactant: [Cl:1][C:2]1[CH:3]=[C:4](N2C3C(=CC(C#N)=C(F)C=3)C(C)=N2)[CH:5]=[N:6][C:7]=1[O:8][CH2:9][CH:10]([CH3:12])[CH3:11].[CH3:26][C:27]1([CH3:43])[C:31]([CH3:33])([CH3:32])[O:30][B:29]([B:29]2[O:30][C:31]([CH3:33])([CH3:32])[C:27]([CH3:43])([CH3:26])[O:28]2)[O:28]1.CC([O-])=O.[K+]. Product: [Cl:1][C:2]1[C:7]([O:8][CH2:9][CH:10]([CH3:11])[CH3:12])=[N:6][CH:5]=[C:4]([B:29]2[O:30][C:31]([CH3:33])([CH3:32])[C:27]([CH3:43])([CH3:26])[O:28]2)[CH:3]=1. The catalyst class is: 75.